Regression. Given a peptide amino acid sequence and an MHC pseudo amino acid sequence, predict their binding affinity value. This is MHC class I binding data. From a dataset of Peptide-MHC class I binding affinity with 185,985 pairs from IEDB/IMGT. The peptide sequence is FISIYSRPK. The MHC is HLA-A31:01 with pseudo-sequence HLA-A31:01. The binding affinity (normalized) is 0.184.